This data is from Forward reaction prediction with 1.9M reactions from USPTO patents (1976-2016). The task is: Predict the product of the given reaction. (1) Given the reactants [NH2:1][C:2]1[C:7]([O:8][C:9]2[CH:14]=[CH:13][CH:12]=[CH:11][C:10]=2[O:15][CH3:16])=[C:6]([Cl:17])[N:5]=[C:4]([C:18]2[CH:23]=[CH:22][N:21]=[CH:20][CH:19]=2)[N:3]=1.C1CCN2C(=NCCC2)CC1.[CH2:35]([NH:37][S:38](Cl)(=[O:40])=[O:39])[CH3:36], predict the reaction product. The product is: [Cl:17][C:6]1[N:5]=[C:4]([C:18]2[CH:19]=[CH:20][N:21]=[CH:22][CH:23]=2)[N:3]=[C:2]([NH:1][S:38](=[O:40])(=[O:39])[NH:37][CH2:35][CH3:36])[C:7]=1[O:8][C:9]1[CH:14]=[CH:13][CH:12]=[CH:11][C:10]=1[O:15][CH3:16]. (2) The product is: [CH3:31][N:7]1[C:6]([CH2:5][CH:3]2[CH2:2][N:1]([C@H:34]3[CH2:35][CH2:36][O:32][CH2:33]3)[CH2:4]2)=[N:14][C:13]2[C:8]1=[N:9][C:10]([N:21]1[C:25]3[CH:26]=[CH:27][CH:28]=[CH:29][C:24]=3[N:23]=[C:22]1[CH3:30])=[N:11][C:12]=2[N:15]1[CH2:20][CH2:19][O:18][CH2:17][CH2:16]1. Given the reactants [NH:1]1[CH2:4][CH:3]([CH2:5][C:6]2[N:7]([CH3:31])[C:8]3[C:13]([N:14]=2)=[C:12]([N:15]2[CH2:20][CH2:19][O:18][CH2:17][CH2:16]2)[N:11]=[C:10]([N:21]2[C:25]4[CH:26]=[CH:27][CH:28]=[CH:29][C:24]=4[N:23]=[C:22]2[CH3:30])[N:9]=3)[CH2:2]1.[O:32]1[CH2:36][CH2:35][C:34](=O)[CH2:33]1, predict the reaction product. (3) Given the reactants [BrH:1].[Br:2][CH2:3][C:4]([C:6]1[CH:11]=[CH:10][CH:9]=[C:8]([NH:12][C:13]2[C:22]3[C:17](=[CH:18][C:19]([O:26][CH2:27][CH3:28])=[C:20]([O:23][CH2:24][CH3:25])[CH:21]=3)[N:16]=[CH:15][N:14]=2)[CH:7]=1)=O.[CH3:29][NH:30][C:31]([NH2:33])=[S:32], predict the reaction product. The product is: [BrH:2].[BrH:1].[CH2:24]([O:23][C:20]1[CH:21]=[C:22]2[C:17](=[CH:18][C:19]=1[O:26][CH2:27][CH3:28])[N:16]=[CH:15][N:14]=[C:13]2[NH:12][C:8]1[CH:9]=[CH:10][CH:11]=[C:6]([C:4]2[N:33]=[C:31]([NH:30][CH3:29])[S:32][CH:3]=2)[CH:7]=1)[CH3:25].